This data is from Forward reaction prediction with 1.9M reactions from USPTO patents (1976-2016). The task is: Predict the product of the given reaction. (1) Given the reactants [CH3:1][N:2]1[C:6](B(O)O)=[CH:5][CH:4]=[N:3]1.Br[C:11]1[CH:16]=[CH:15][C:14]([CH3:17])=[CH:13][CH:12]=1.C(=O)([O-])[O-].[Na+].[Na+], predict the reaction product. The product is: [CH3:1][N:2]1[C:6]([C:11]2[CH:16]=[CH:15][C:14]([CH3:17])=[CH:13][CH:12]=2)=[CH:5][CH:4]=[N:3]1. (2) Given the reactants [CH3:1][C:2]1([CH3:21])[CH2:6][O:5][C:4](=[O:7])[CH:3]1[O:8][C:9]1[CH:16]=[CH:15][C:12]([C:13]#[N:14])=[C:11]([C:17]([F:20])([F:19])[F:18])[CH:10]=1.[C@@H:22]([NH2:26])([CH2:24][CH3:25])[CH3:23], predict the reaction product. The product is: [CH:22]([NH:26][C:4](=[O:7])[CH:3]([O:8][C:9]1[CH:16]=[CH:15][C:12]([C:13]#[N:14])=[C:11]([C:17]([F:19])([F:18])[F:20])[CH:10]=1)[C:2]([CH3:21])([CH3:1])[CH2:6][OH:5])([CH2:24][CH3:25])[CH3:23].